This data is from Retrosynthesis with 50K atom-mapped reactions and 10 reaction types from USPTO. The task is: Predict the reactants needed to synthesize the given product. (1) Given the product COc1ccc(CC#N)cc1C(C)C, predict the reactants needed to synthesize it. The reactants are: C=C(C)c1cc(CC#N)ccc1OC. (2) The reactants are: CCCCCCCC(=O)Cl.O=C1CCCCCN1. Given the product CCCCCCCC(=O)N1CCCCCC1=O, predict the reactants needed to synthesize it. (3) Given the product O=C(O)CN1C(=O)COc2cc(F)c([N+](=O)[O-])cc21, predict the reactants needed to synthesize it. The reactants are: CCOC(=O)CN1C(=O)COc2cc(F)c([N+](=O)[O-])cc21.